This data is from Peptide-MHC class II binding affinity with 134,281 pairs from IEDB. The task is: Regression. Given a peptide amino acid sequence and an MHC pseudo amino acid sequence, predict their binding affinity value. This is MHC class II binding data. (1) The peptide sequence is FLTGPLNFTGPCKGD. The MHC is DRB1_0405 with pseudo-sequence DRB1_0405. The binding affinity (normalized) is 0.0750. (2) The binding affinity (normalized) is 0.298. The MHC is HLA-DPA10103-DPB10301 with pseudo-sequence HLA-DPA10103-DPB10301. The peptide sequence is EGKIILVAVHVASGYIE. (3) The peptide sequence is HAYYLQYKNVRPDYL. The MHC is HLA-DPA10103-DPB10401 with pseudo-sequence HLA-DPA10103-DPB10401. The binding affinity (normalized) is 0.212. (4) The peptide sequence is SCFEIKCTKPEACSG. The MHC is HLA-DPA10201-DPB10501 with pseudo-sequence HLA-DPA10201-DPB10501. The binding affinity (normalized) is 0.351.